From a dataset of Full USPTO retrosynthesis dataset with 1.9M reactions from patents (1976-2016). Predict the reactants needed to synthesize the given product. (1) Given the product [Br:1][C:2]1[CH:15]=[CH:14][C:13]2[O:12][C:11]3[C:6](=[N:7][C:8]([Cl:19])=[CH:9][C:10]=3[F:21])[C:5](=[O:20])[C:4]=2[CH:3]=1, predict the reactants needed to synthesize it. The reactants are: [Br:1][C:2]1[CH:15]=[CH:14][C:13]2[O:12][C:11]3[C:6](=[N:7][C:8]([Cl:19])=[CH:9][C:10]=3[N+]([O-])=O)[C:5](=[O:20])[C:4]=2[CH:3]=1.[F-:21].C([N+](CCCC)(CCCC)CCCC)CCC. (2) Given the product [C:18]1([C:2]2[CH:17]=[CH:16][C:5]3[N:6]=[C:7]([C:9]4[CH:14]=[CH:13][CH:12]=[CH:11][C:10]=4[OH:15])[S:8][C:4]=3[CH:3]=2)[CH:23]=[CH:22][CH:21]=[CH:20][CH:19]=1, predict the reactants needed to synthesize it. The reactants are: Br[C:2]1[CH:17]=[CH:16][C:5]2[N:6]=[C:7]([C:9]3[CH:14]=[CH:13][CH:12]=[CH:11][C:10]=3[OH:15])[S:8][C:4]=2[CH:3]=1.[C:18]1(B(O)O)[CH:23]=[CH:22][CH:21]=[CH:20][CH:19]=1.C([O-])([O-])=O.[K+].[K+]. (3) Given the product [C:1]([O:5][C:6]([N:8]1[CH2:13][CH:12]=[C:11]([C:31]2[CH:32]=[CH:33][C:28]([CH2:27][O:26][CH2:25][CH2:24][O:23][CH3:22])=[CH:29][CH:30]=2)[CH2:10][CH2:9]1)=[O:7])([CH3:4])([CH3:3])[CH3:2], predict the reactants needed to synthesize it. The reactants are: [C:1]([O:5][C:6]([N:8]1[CH2:13][CH:12]=[C:11](OS(C(F)(F)F)(=O)=O)[CH2:10][CH2:9]1)=[O:7])([CH3:4])([CH3:3])[CH3:2].[CH3:22][O:23][CH2:24][CH2:25][O:26][CH2:27][C:28]1[CH:33]=[CH:32][C:31](B(O)O)=[CH:30][CH:29]=1.[Li+].[Cl-].C([O-])([O-])=O.[Na+].[Na+].